Task: Predict which catalyst facilitates the given reaction.. Dataset: Catalyst prediction with 721,799 reactions and 888 catalyst types from USPTO (1) Reactant: Br[C:2]1[CH:3]=[C:4]([CH:9]=[CH:10][C:11]=1[O:12][CH3:13])[CH2:5][N:6]([CH3:8])[CH3:7].[Li]CCCC.CN([CH:22]=[O:23])C. Product: [CH3:7][N:6]([CH2:5][C:4]1[CH:9]=[CH:10][C:11]([O:12][CH3:13])=[C:2]([CH:3]=1)[CH:22]=[O:23])[CH3:8]. The catalyst class is: 1. (2) Reactant: Br[C:2]1[CH:3]=[CH:4][N:5]=[C:6]2[C:11]=1[N:10]=[C:9]([O:12][CH3:13])[CH:8]=[CH:7]2.[CH2:14]([OH:17])[C:15]#[CH:16]. Product: [CH3:13][O:12][C:9]1[N:10]=[C:11]2[C:6](=[CH:7][CH:8]=1)[N:5]=[CH:4][CH:3]=[C:2]2[C:16]#[C:15][CH2:14][OH:17]. The catalyst class is: 654. (3) Product: [C:3]([N:11]([CH2:13][C:14]1[CH:15]=[C:16]([C:20]2[CH:25]=[CH:24][C:23]([CH2:26][CH2:27][C:28]([OH:30])=[O:29])=[CH:22][C:21]=2[O:32][CH2:33][CH2:34][CH2:35][CH3:36])[CH:17]=[CH:18][CH:19]=1)[CH3:12])(=[O:10])[C:4]1[CH:9]=[CH:8][CH:7]=[CH:6][CH:5]=1. Reactant: [OH-].[Na+].[C:3]([N:11]([CH2:13][C:14]1[CH:15]=[C:16]([C:20]2[CH:25]=[CH:24][C:23]([CH2:26][CH2:27][C:28]([O:30]C)=[O:29])=[CH:22][C:21]=2[O:32][CH2:33][CH2:34][CH2:35][CH3:36])[CH:17]=[CH:18][CH:19]=1)[CH3:12])(=[O:10])[C:4]1[CH:9]=[CH:8][CH:7]=[CH:6][CH:5]=1. The catalyst class is: 5. (4) Reactant: [OH-].[Na+].[CH2:3]([O:5][CH2:6][CH2:7][O:8][C:9]1[CH:14]=[C:13]([CH2:15][CH2:16][C:17]([O:19]C)=[O:18])[CH:12]=[CH:11][C:10]=1[C:21]1[CH:26]=[CH:25][CH:24]=[C:23]([N:27]([CH3:38])[C:28]([NH:30][CH2:31][CH2:32][CH2:33][CH2:34][CH2:35][CH2:36][CH3:37])=[O:29])[CH:22]=1)[CH3:4]. Product: [CH2:3]([O:5][CH2:6][CH2:7][O:8][C:9]1[CH:14]=[C:13]([CH2:15][CH2:16][C:17]([OH:19])=[O:18])[CH:12]=[CH:11][C:10]=1[C:21]1[CH:26]=[CH:25][CH:24]=[C:23]([N:27]([CH3:38])[C:28]([NH:30][CH2:31][CH2:32][CH2:33][CH2:34][CH2:35][CH2:36][CH3:37])=[O:29])[CH:22]=1)[CH3:4]. The catalyst class is: 83. (5) Reactant: [O:1]1[CH:5]=[CH:4][CH:3]=[C:2]1[CH2:6][S:7][CH2:8][C:9]1[CH:14]=[C:13]([N:15]2[CH2:20][CH2:19][O:18][CH2:17][CH2:16]2)[N:12]=[C:11]([C:21]2[CH:22]=[C:23]3[C:27](=[CH:28][CH:29]=2)[NH:26][CH:25]=[CH:24]3)[N:10]=1.ClC1C=CC=C(C(OO)=O)C=1.[OH-:41].[Na+].C[OH:44]. Product: [O:1]1[CH:5]=[CH:4][CH:3]=[C:2]1[CH2:6][S:7]([CH2:8][C:9]1[CH:14]=[C:13]([N:15]2[CH2:20][CH2:19][O:18][CH2:17][CH2:16]2)[N:12]=[C:11]([C:21]2[CH:22]=[C:23]3[C:27](=[CH:28][CH:29]=2)[NH:26][CH:25]=[CH:24]3)[N:10]=1)(=[O:44])=[O:41]. The catalyst class is: 169.